This data is from Full USPTO retrosynthesis dataset with 1.9M reactions from patents (1976-2016). The task is: Predict the reactants needed to synthesize the given product. (1) Given the product [F:41][C:27]1[CH:26]=[C:25]([NH:24][C:4]2[CH:5]=[C:6]([CH:8]3[CH2:13][CH2:12][CH2:11][NH:10][CH2:9]3)[N:7]=[C:2]([NH2:1])[N:3]=2)[CH:30]=[CH:29][C:28]=1[O:31][C:32]1[CH:37]=[CH:36][N:35]=[C:34]2[NH:38][CH:39]=[CH:40][C:33]=12, predict the reactants needed to synthesize it. The reactants are: [NH2:1][C:2]1[N:7]=[C:6]([CH:8]2[CH2:13][CH2:12][CH2:11][N:10](C(OCC3C=CC=CC=3)=O)[CH2:9]2)[CH:5]=[C:4]([NH:24][C:25]2[CH:30]=[CH:29][C:28]([O:31][C:32]3[CH:37]=[CH:36][N:35]=[C:34]4[NH:38][CH:39]=[CH:40][C:33]=34)=[C:27]([F:41])[CH:26]=2)[N:3]=1. (2) Given the product [C:10]([O:9][C:8](=[O:14])[NH:7][CH:4]1[CH2:3][CH2:2][N:1]([CH2:22]/[CH:23]=[CH:24]/[C:25]2[CH:30]=[C:29]([F:31])[CH:28]=[CH:27][C:26]=2[F:32])[CH2:6][CH2:5]1)([CH3:11])([CH3:13])[CH3:12], predict the reactants needed to synthesize it. The reactants are: [NH:1]1[CH2:6][CH2:5][CH:4]([NH:7][C:8](=[O:14])[O:9][C:10]([CH3:13])([CH3:12])[CH3:11])[CH2:3][CH2:2]1.C(=O)([O-])[O-].[K+].[K+].Cl[CH2:22]/[CH:23]=[CH:24]/[C:25]1[CH:30]=[C:29]([F:31])[CH:28]=[CH:27][C:26]=1[F:32]. (3) Given the product [CH2:11]([C:6]1[C:7]([CH2:8][CH2:9][O:10][S:14]([CH3:13])(=[O:16])=[O:15])=[C:3]([CH2:1][CH3:2])[N:4]([S:14]([CH3:13])(=[O:16])=[O:15])[N:5]=1)[CH3:12], predict the reactants needed to synthesize it. The reactants are: [CH2:1]([C:3]1[C:7]([CH2:8][CH2:9][OH:10])=[C:6]([CH2:11][CH3:12])[NH:5][N:4]=1)[CH3:2].[CH3:13][S:14](Cl)(=[O:16])=[O:15].C(N(CC)CC)C. (4) The reactants are: [Br:1][C:2]1[CH:11]=[C:10]2[C:5]([CH2:6][CH2:7][N:8]([C:17](=[O:31])[C:18]([N:20]([C:27]([CH3:30])([CH3:29])[CH3:28])[CH2:21][CH2:22][CH2:23][CH2:24][C:25]#[CH:26])=[O:19])[CH:9]2[C:12]([O:14]CC)=[O:13])=[CH:4][C:3]=1[O:32][CH3:33].[OH-].[K+].Cl. Given the product [Br:1][C:2]1[CH:11]=[C:10]2[C:5]([CH2:6][CH2:7][N:8]([C:17](=[O:31])[C:18]([N:20]([C:27]([CH3:29])([CH3:30])[CH3:28])[CH2:21][CH2:22][CH2:23][CH2:24][C:25]#[CH:26])=[O:19])[CH:9]2[C:12]([OH:14])=[O:13])=[CH:4][C:3]=1[O:32][CH3:33], predict the reactants needed to synthesize it. (5) Given the product [F:1][C:2]1[C:7]([F:8])=[CH:6][CH:5]=[CH:4][C:3]=1[CH:9]1[CH2:15][CH2:14][CH:22]([OH:25])[CH:21]([OH:20])[CH2:11][CH2:10]1, predict the reactants needed to synthesize it. The reactants are: [F:1][C:2]1[C:7]([F:8])=[CH:6][CH:5]=[CH:4][C:3]=1[CH:9]1[CH2:15][CH2:14]C=C[CH2:11][CH2:10]1.C[N+]1([O-])[CH2:22][CH2:21][O:20]CC1.S(=O)(O)[O-:25].[Na+]. (6) Given the product [ClH:25].[Cl:26][C:21]1[CH:20]=[C:19]([CH:24]=[CH:23][C:22]=1[Cl:25])[O:18][CH:16]1[CH2:15][NH:14][CH2:17]1, predict the reactants needed to synthesize it. The reactants are: C([N:14]1[CH2:17][CH:16]([O:18][C:19]2[CH:24]=[CH:23][C:22]([Cl:25])=[C:21]([Cl:26])[CH:20]=2)[CH2:15]1)(C1C=CC=CC=1)C1C=CC=CC=1.ClC(OC(Cl)=O)C.